From a dataset of Full USPTO retrosynthesis dataset with 1.9M reactions from patents (1976-2016). Predict the reactants needed to synthesize the given product. (1) The reactants are: [CH3:1][O:2][C:3](=[O:28])[C@@H:4]([NH:11][C:12](=[O:27])[C:13]1[CH:18]=[CH:17][C:16]([C:19]#[C:20][C:21]2[CH:26]=[CH:25][CH:24]=[CH:23][CH:22]=2)=[CH:15][CH:14]=1)[CH2:5][NH:6][C:7](=[O:10])[CH2:8]Br.[CH:29]1([NH2:32])[CH2:31][CH2:30]1. Given the product [CH3:1][O:2][C:3](=[O:28])[C@@H:4]([NH:11][C:12](=[O:27])[C:13]1[CH:18]=[CH:17][C:16]([C:19]#[C:20][C:21]2[CH:26]=[CH:25][CH:24]=[CH:23][CH:22]=2)=[CH:15][CH:14]=1)[CH2:5][NH:6][C:7](=[O:10])[CH2:8][NH:32][CH:29]1[CH2:31][CH2:30]1, predict the reactants needed to synthesize it. (2) Given the product [CH3:40][C:41]1[C:42]([N:48]2[CH2:49][CH2:50][N:51]([C:54]([C:56]3[CH:57]=[CH:58][C:59]([N:62]4[CH2:66][C:65](=[O:67])[NH:64][C:63]4=[O:77])=[N:60][CH:61]=3)=[O:55])[CH2:52][CH2:53]2)=[N:43][CH:44]=[C:45]([CH3:47])[CH:46]=1, predict the reactants needed to synthesize it. The reactants are: BrC1N=CC(C(N2CCN(C3C(C)=CC(C)=CN=3)CC2)=O)=CC=1.COC1C=CC(CN2C(=O)CNC2=O)=CC=1.[CH3:40][C:41]1[C:42]([N:48]2[CH2:53][CH2:52][N:51]([C:54]([C:56]3[CH:57]=[CH:58][C:59]([N:62]4[CH2:66][C:65](=[O:67])[N:64](CC5C=CC(OC)=CC=5)[C:63]4=[O:77])=[N:60][CH:61]=3)=[O:55])[CH2:50][CH2:49]2)=[N:43][CH:44]=[C:45]([CH3:47])[CH:46]=1. (3) Given the product [Cl:9][C:8]1[N:1]=[C:2]([Cl:3])[N:4]=[C:5]([NH:16][C:17]2[C:18]([CH3:37])=[C:19]([C:23]3[CH:31]=[CH:30][C:29]([C:32]([NH2:34])=[O:33])=[C:28]4[C:24]=3[C:25]([CH3:36])=[C:26]([CH3:35])[NH:27]4)[CH:20]=[CH:21][CH:22]=2)[N:7]=1, predict the reactants needed to synthesize it. The reactants are: [N:1]1[C:8]([Cl:9])=[N:7][C:5](Cl)=[N:4][C:2]=1[Cl:3].C([O-])([O-])=O.[K+].[K+].[NH2:16][C:17]1[C:18]([CH3:37])=[C:19]([C:23]2[CH:31]=[CH:30][C:29]([C:32]([NH2:34])=[O:33])=[C:28]3[C:24]=2[C:25]([CH3:36])=[C:26]([CH3:35])[NH:27]3)[CH:20]=[CH:21][CH:22]=1.